Dataset: Reaction yield outcomes from USPTO patents with 853,638 reactions. Task: Predict the reaction yield, written as a fraction of the theoretical maximum amount of product (1.0 means a 100% yield; for example, 0.34 means a 34% yield). The reactants are [Cl:1][C:2]1[CH:3]=[CH:4][C:5]2[N:11]([CH2:12][C:13]([CH3:17])([CH3:16])[CH2:14][OH:15])[C:10](=[O:18])[C@@H:9]([CH2:19][C:20]([NH:22][CH2:23][C:24]3[CH:32]=[CH:31][C:27]([C:28]([OH:30])=[O:29])=[CH:26][CH:25]=3)=[O:21])[O:8][C@H:7]([C:33]3[CH:38]=[CH:37][CH:36]=[C:35]([O:39][CH3:40])[C:34]=3[O:41][CH3:42])[C:6]=2[CH:43]=1.N1C=CC=CC=1.[C:50](OCC)(=[O:52])[CH3:51].C(Cl)(=O)C. The catalyst is O. The product is [C:50]([O:15][CH2:14][C:13]([CH3:17])([CH3:16])[CH2:12][N:11]1[C:5]2[CH:4]=[CH:3][C:2]([Cl:1])=[CH:43][C:6]=2[C@@H:7]([C:33]2[CH:38]=[CH:37][CH:36]=[C:35]([O:39][CH3:40])[C:34]=2[O:41][CH3:42])[O:8][C@H:9]([CH2:19][C:20]([NH:22][CH2:23][C:24]2[CH:32]=[CH:31][C:27]([C:28]([OH:30])=[O:29])=[CH:26][CH:25]=2)=[O:21])[C:10]1=[O:18])(=[O:52])[CH3:51]. The yield is 0.700.